This data is from Forward reaction prediction with 1.9M reactions from USPTO patents (1976-2016). The task is: Predict the product of the given reaction. (1) Given the reactants [CH3:1][N:2]1[CH2:7][CH2:6][N:5]([CH2:8][C:9]2[CH:10]=[CH:11][C:12]([NH:15]C(C3C4N=CC=NC=4C(C4C(Cl)=C(OC)C=C(OC)C=4Cl)=CC=3)=O)=[N:13][CH:14]=2)[CH2:4][CH2:3]1.CN(C(ON1N=NC2C=CC=CC1=2)=[N+](C)C)C.[B-](F)(F)(F)F.[CH3:62][C:63]1[C:64]([C:68]2[C:77]3[N:76]=[CH:75][CH:74]=[N:73][C:72]=3[C:71]([C:78]([OH:80])=O)=[CH:70][CH:69]=2)=[CH:65][S:66][CH:67]=1.CC1C(B(O)O)=CSC=1, predict the reaction product. The product is: [CH3:1][N:2]1[CH2:7][CH2:6][N:5]([CH2:8][C:9]2[CH:10]=[CH:11][C:12]([NH:15][C:78]([C:71]3[C:72]4[N:73]=[CH:74][CH:75]=[N:76][C:77]=4[C:68]([C:64]4[C:63]([CH3:62])=[CH:67][S:66][CH:65]=4)=[CH:69][CH:70]=3)=[O:80])=[N:13][CH:14]=2)[CH2:4][CH2:3]1. (2) Given the reactants CS(C)=O.C(Cl)(=O)C(Cl)=O.[O:11]1[CH2:16][CH2:15][CH2:14][CH2:13][CH:12]1[O:17][CH2:18][CH2:19][CH2:20][CH2:21][CH2:22][CH2:23][OH:24].C(N(CC)CC)C, predict the reaction product. The product is: [O:11]1[CH2:16][CH2:15][CH2:14][CH2:13][CH:12]1[O:17][CH2:18][CH2:19][CH2:20][CH2:21][CH2:22][CH:23]=[O:24]. (3) Given the reactants C([N:8]1[CH:16]=[C:15]2[C:10]([CH:11]=[CH:12][C:13]3[C:24]4[C:18]5([CH2:27][CH:21]([C:22](=[O:26])[C:23]=4[Cl:25])[CH2:20][CH2:19]5)[CH2:17][C:14]=32)=[N:9]1)C1C=CC=CC=1.Cl.N1C=CC=CC=1, predict the reaction product. The product is: [Cl:25][C:23]1[C:22](=[O:26])[CH:21]2[CH2:27][C:18]3([C:24]=1[C:13]1[CH:12]=[CH:11][C:10]4[NH:9][N:8]=[CH:16][C:15]=4[C:14]=1[CH2:17]3)[CH2:19][CH2:20]2. (4) Given the reactants [Cl:1][C:2]1[CH:7]=[CH:6][C:5]([C:8]#[C:9][C:10]2[CH:36]=[CH:35][C:13]([CH2:14][N:15]([C:26](=[O:34])[C:27]3[CH:32]=[CH:31][CH:30]=[C:29]([F:33])[CH:28]=3)[C:16]3[CH:17]=[CH:18][C:19]([OH:25])=[C:20]([CH:24]=3)[C:21]([OH:23])=[O:22])=[CH:12][CH:11]=2)=[CH:4][CH:3]=1.[CH3:37][NH:38][CH2:39][C@@H:40]([C@H:42]([C@@H:44]([C@@H:46]([CH2:48][OH:49])[OH:47])[OH:45])[OH:43])[OH:41], predict the reaction product. The product is: [CH3:37][NH:38][CH2:39][C@@H:40]([C@H:42]([C@@H:44]([C@@H:46]([CH2:48][OH:49])[OH:47])[OH:45])[OH:43])[OH:41].[Cl:1][C:2]1[CH:3]=[CH:4][C:5]([C:8]#[C:9][C:10]2[CH:11]=[CH:12][C:13]([CH2:14][N:15]([C:26](=[O:34])[C:27]3[CH:32]=[CH:31][CH:30]=[C:29]([F:33])[CH:28]=3)[C:16]3[CH:17]=[CH:18][C:19]([OH:25])=[C:20]([CH:24]=3)[C:21]([OH:23])=[O:22])=[CH:35][CH:36]=2)=[CH:6][CH:7]=1. (5) Given the reactants CS(C)=O.C(Cl)(=O)C(Cl)=O.[CH3:11][O:12][CH2:13][C@@H:14]1[O:18][C:17]2([CH2:23][CH2:22][CH2:21][CH2:20][CH2:19]2)[O:16][C@H:15]1[CH2:24][OH:25].C(N(CC)CC)C, predict the reaction product. The product is: [CH3:11][O:12][CH2:13][C@@H:14]1[O:18][C:17]2([CH2:19][CH2:20][CH2:21][CH2:22][CH2:23]2)[O:16][C@H:15]1[CH:24]=[O:25]. (6) Given the reactants [Br:1][C:2]1[CH:7]=[CH:6][CH:5]=[C:4]([N+:8]([O-])=O)[C:3]=1[NH2:11].Cl[Sn]Cl, predict the reaction product. The product is: [Br:1][C:2]1[CH:7]=[CH:6][CH:5]=[C:4]([NH2:8])[C:3]=1[NH2:11].